Predict the reactants needed to synthesize the given product. From a dataset of Full USPTO retrosynthesis dataset with 1.9M reactions from patents (1976-2016). Given the product [CH2:13]([N:1]1[C:10]2[C:5](=[CH:6][CH:7]=[C:8]([OH:11])[CH:9]=2)[CH2:4][CH2:3][CH2:2]1)[C:14]1[CH:19]=[CH:18][CH:17]=[CH:16][CH:15]=1, predict the reactants needed to synthesize it. The reactants are: [NH:1]1[C:10]2[C:5](=[CH:6][CH:7]=[C:8]([OH:11])[CH:9]=2)[CH2:4][CH2:3][CH2:2]1.Br[CH2:13][C:14]1[CH:19]=[CH:18][CH:17]=[CH:16][CH:15]=1.C(=O)([O-])[O-].[K+].[K+].O.